This data is from NCI-60 drug combinations with 297,098 pairs across 59 cell lines. The task is: Regression. Given two drug SMILES strings and cell line genomic features, predict the synergy score measuring deviation from expected non-interaction effect. (1) Drug 1: C1C(C(OC1N2C=C(C(=O)NC2=O)F)CO)O. Drug 2: CC1C(C(CC(O1)OC2CC(CC3=C2C(=C4C(=C3O)C(=O)C5=C(C4=O)C(=CC=C5)OC)O)(C(=O)CO)O)N)O.Cl. Cell line: SK-MEL-28. Synergy scores: CSS=36.9, Synergy_ZIP=-6.99, Synergy_Bliss=-5.06, Synergy_Loewe=-7.94, Synergy_HSA=-2.26. (2) Drug 1: CCC1=C2CN3C(=CC4=C(C3=O)COC(=O)C4(CC)O)C2=NC5=C1C=C(C=C5)O. Drug 2: C1CN(CCN1C(=O)CCBr)C(=O)CCBr. Cell line: OVCAR-5. Synergy scores: CSS=36.8, Synergy_ZIP=-5.55, Synergy_Bliss=4.04, Synergy_Loewe=5.79, Synergy_HSA=6.00. (3) Drug 1: CC1C(C(=O)NC(C(=O)N2CCCC2C(=O)N(CC(=O)N(C(C(=O)O1)C(C)C)C)C)C(C)C)NC(=O)C3=C4C(=C(C=C3)C)OC5=C(C(=O)C(=C(C5=N4)C(=O)NC6C(OC(=O)C(N(C(=O)CN(C(=O)C7CCCN7C(=O)C(NC6=O)C(C)C)C)C)C(C)C)C)N)C. Drug 2: CC1=C2C(C(=O)C3(C(CC4C(C3C(C(C2(C)C)(CC1OC(=O)C(C(C5=CC=CC=C5)NC(=O)OC(C)(C)C)O)O)OC(=O)C6=CC=CC=C6)(CO4)OC(=O)C)O)C)O. Cell line: T-47D. Synergy scores: CSS=-4.40, Synergy_ZIP=4.50, Synergy_Bliss=7.65, Synergy_Loewe=-2.00, Synergy_HSA=-0.792.